From a dataset of Forward reaction prediction with 1.9M reactions from USPTO patents (1976-2016). Predict the product of the given reaction. (1) Given the reactants [CH3:1][C:2]1([CH3:20])[C:10]2[C:5](=[CH:6][CH:7]=[C:8](OS(C(F)(F)F)(=O)=O)[CH:9]=2)[C:4](=[O:19])[CH2:3]1.[C:21]([C:24]1[CH:29]=[CH:28][CH:27]=[CH:26][C:25]=1B(O)O)(=[O:23])[CH3:22], predict the reaction product. The product is: [C:21]([C:24]1[CH:29]=[CH:28][CH:27]=[CH:26][C:25]=1[C:8]1[CH:9]=[C:10]2[C:5](=[CH:6][CH:7]=1)[C:4](=[O:19])[CH2:3][C:2]2([CH3:20])[CH3:1])(=[O:23])[CH3:22]. (2) Given the reactants [NH2:1][C:2]1[C:3]([O:9][CH2:10][C:11]([N:13]2[CH2:18][C@H:17]([CH3:19])[N:16]([CH2:20][C:21]3[CH:26]=[CH:25][C:24]([F:27])=[CH:23][CH:22]=3)[CH2:15][C@H:14]2[CH3:28])=[O:12])=[N:4][CH:5]=[C:6]([Cl:8])[CH:7]=1.[C:29]([O:33][CH2:34][CH3:35])(=[O:32])[CH:30]=O.C(O)(=O)C.C(O[BH-](OC(=O)C)OC(=O)C)(=O)C.[Na+].C([BH3-])#N.[Na+], predict the reaction product. The product is: [CH2:34]([O:33][C:29](=[O:32])[CH2:30][NH:1][C:2]1[C:3]([O:9][CH2:10][C:11]([N:13]2[CH2:18][C@H:17]([CH3:19])[N:16]([CH2:20][C:21]3[CH:22]=[CH:23][C:24]([F:27])=[CH:25][CH:26]=3)[CH2:15][C@H:14]2[CH3:28])=[O:12])=[N:4][CH:5]=[C:6]([Cl:8])[CH:7]=1)[CH3:35]. (3) Given the reactants [CH3:1][O:2][C:3]1[CH:8]=[CH:7][C:6]([NH2:9])=[CH:5][CH:4]=1.[OH-].[Na+].[Cl:12][CH2:13][CH2:14][C:15](Cl)=[O:16].Cl, predict the reaction product. The product is: [CH3:1][O:2][C:3]1[CH:8]=[CH:7][C:6]([NH:9][C:15](=[O:16])[CH2:14][CH2:13][Cl:12])=[CH:5][CH:4]=1.